This data is from Forward reaction prediction with 1.9M reactions from USPTO patents (1976-2016). The task is: Predict the product of the given reaction. Given the reactants [CH2:1]([O:3][C:4]1[CH:5]=[CH:6][C:7]([C:10]#[C:11][Si](C)(C)C)=[N:8][CH:9]=1)[CH3:2].[OH-].[Na+], predict the reaction product. The product is: [CH2:1]([O:3][C:4]1[CH:5]=[CH:6][C:7]([C:10]#[CH:11])=[N:8][CH:9]=1)[CH3:2].